From a dataset of Forward reaction prediction with 1.9M reactions from USPTO patents (1976-2016). Predict the product of the given reaction. (1) Given the reactants [C:1]([O:5][C:6]([NH:8][C@H:9]([CH2:30][C:31]1[CH:36]=[C:35]([F:37])[C:34]([F:38])=[CH:33][C:32]=1[F:39])[CH2:10][C:11]([N:13]1[CH2:22][C:21]2[N:17]([CH:18]=[N:19][C:20]=2[C:23]([OH:25])=O)[C:16]2[CH:26]=[CH:27][CH:28]=[CH:29][C:15]=2[CH2:14]1)=[O:12])=[O:7])([CH3:4])([CH3:3])[CH3:2].C(Cl)CCl.CC[N:46]([CH:50]([CH3:52])C)[CH:47]([CH3:49])C.N1CCCC1, predict the reaction product. The product is: [C:1]([O:5][C:6](=[O:7])[NH:8][C@H:9]([CH2:30][C:31]1[CH:36]=[C:35]([F:37])[C:34]([F:38])=[CH:33][C:32]=1[F:39])[CH2:10][C:11](=[O:12])[N:13]1[CH2:22][C:21]2[N:17]([CH:18]=[N:19][C:20]=2[C:23]([N:46]2[CH2:47][CH2:49][CH2:52][CH2:50]2)=[O:25])[C:16]2[CH:26]=[CH:27][CH:28]=[CH:29][C:15]=2[CH2:14]1)([CH3:4])([CH3:2])[CH3:3]. (2) Given the reactants [CH:1]1([C:9]([N:11]2[CH2:16][CH2:15][N:14]([CH:17]3[CH2:20][CH2:19][CH2:18]3)[CH2:13][CH2:12]2)=[O:10])[C:3]2([CH2:8][CH2:7][NH:6][CH2:5][CH2:4]2)[CH2:2]1.Br[C:22]1[CH:27]=[CH:26][C:25]([O:28][CH3:29])=[CH:24][CH:23]=1.C[Si]([N-][Si](C)(C)C)(C)C.[Li+], predict the reaction product. The product is: [CH:17]1([N:14]2[CH2:15][CH2:16][N:11]([C:9]([CH:1]3[C:3]4([CH2:8][CH2:7][N:6]([C:22]5[CH:27]=[CH:26][C:25]([O:28][CH3:29])=[CH:24][CH:23]=5)[CH2:5][CH2:4]4)[CH2:2]3)=[O:10])[CH2:12][CH2:13]2)[CH2:18][CH2:19][CH2:20]1. (3) Given the reactants [CH3:1][N:2]1[CH:7]=[C:6]([C:8]2[N:12](COCC[Si](C)(C)C)[N:11]=[CH:10][CH:9]=2)[C:5]2[O:21][C:22]([C:30]3[CH:35]=[CH:34][C:33]([C:36]4([NH:40]C(=O)OC(C)(C)C)[CH2:39][CH2:38][CH2:37]4)=[CH:32][CH:31]=3)=[C:23]([C:24]3[CH:29]=[CH:28][CH:27]=[CH:26][CH:25]=3)[C:4]=2[C:3]1=[O:48].Cl, predict the reaction product. The product is: [NH2:40][C:36]1([C:33]2[CH:32]=[CH:31][C:30]([C:22]3[O:21][C:5]4[C:6]([C:8]5[NH:12][N:11]=[CH:10][CH:9]=5)=[CH:7][N:2]([CH3:1])[C:3](=[O:48])[C:4]=4[C:23]=3[C:24]3[CH:29]=[CH:28][CH:27]=[CH:26][CH:25]=3)=[CH:35][CH:34]=2)[CH2:37][CH2:38][CH2:39]1. (4) Given the reactants [Cl:1][CH2:2][CH:3]1[C:11]2[C:10]3[CH:12]=[C:13]([S:19]([NH2:22])(=[O:21])=[O:20])[C:14]([N+:16]([O-:18])=[O:17])=[CH:15][C:9]=3[CH:8]=[CH:7][C:6]=2[N:5]([C:23](=[O:28])[C:24]([F:27])([F:26])[F:25])[CH2:4]1.[N+:29]([O-])([O-:31])=[O:30].[K+], predict the reaction product. The product is: [Cl:1][CH2:2][CH:3]1[C:11]2[C:10]3[CH:12]=[C:13]([S:19]([NH2:22])(=[O:21])=[O:20])[C:14]([N+:16]([O-:18])=[O:17])=[CH:15][C:9]=3[C:8]([N+:29]([O-:31])=[O:30])=[CH:7][C:6]=2[N:5]([C:23](=[O:28])[C:24]([F:27])([F:26])[F:25])[CH2:4]1. (5) Given the reactants [CH2:1]([O:4][C:5]([C:7]1[S:11][C:10]([Cl:12])=[N:9][C:8]=1[C:13]([OH:15])=O)=[O:6])[CH:2]=[CH2:3].N1C(C)=CC=CC=1C.[CH3:24][O:25][CH2:26][CH2:27][NH2:28], predict the reaction product. The product is: [Cl:12][C:10]1[S:11][C:7]([C:5]([O:4][CH2:1][CH:2]=[CH2:3])=[O:6])=[C:8]([C:13]([NH:28][CH2:27][CH2:26][O:25][CH3:24])=[O:15])[N:9]=1. (6) Given the reactants [OH-].[Fe+2:2].[OH-].[C:4]([OH:7])(=[O:6])[CH3:5], predict the reaction product. The product is: [C:4]([O-:7])(=[O:6])[CH3:5].[Fe+2:2].[C:4]([O-:7])(=[O:6])[CH3:5]. (7) Given the reactants [CH3:1][C:2]1[CH:7]=[CH:6][C:5]([S:8]([O:11][CH2:12][CH:13]2[CH2:17][C:16]3[CH:18]=[C:19]([Cl:30])[CH:20]=[C:21](OS(C(F)(F)F)(=O)=O)[C:15]=3[O:14]2)(=[O:10])=[O:9])=[CH:4][CH:3]=1.[C:31]1(B(O)O)[CH:36]=[CH:35][CH:34]=[CH:33][CH:32]=1.C(=O)([O-])[O-].[K+].[K+].C(C1C=CC=CC=1B1OC(C)(C)C(C)(C)O1)(C)C, predict the reaction product. The product is: [CH3:1][C:2]1[CH:3]=[CH:4][C:5]([S:8]([O:11][CH2:12][CH:13]2[CH2:17][C:16]3[CH:18]=[C:19]([Cl:30])[CH:20]=[C:21]([C:31]4[CH:36]=[CH:35][CH:34]=[CH:33][CH:32]=4)[C:15]=3[O:14]2)(=[O:10])=[O:9])=[CH:6][CH:7]=1. (8) The product is: [NH2:1][C:4]1[CH:13]=[CH:12][CH:11]=[C:10]2[C:5]=1[CH:6]=[CH:7][NH:8][C:9]2=[O:14]. Given the reactants [N+:1]([C:4]1[CH:13]=[CH:12][CH:11]=[C:10]2[C:5]=1[CH:6]=[CH:7][NH:8][C:9]2=[O:14])([O-])=O.[Cl-].[NH4+].O, predict the reaction product. (9) Given the reactants Br[C:2]1[CH:3]=[CH:4][CH:5]=[C:6]2[C:21]=1[CH:9]1[N:10]([C:14]([O:16][C:17]([CH3:20])([CH3:19])[CH3:18])=[O:15])[C:11](=[O:13])[CH2:12][CH:8]1[CH2:7]2.[C:22]1(C)[CH:27]=CC=C[CH:23]=1, predict the reaction product. The product is: [CH2:27]([C:2]1[CH:3]=[CH:4][CH:5]=[C:6]2[C:21]=1[CH:9]1[N:10]([C:14]([O:16][C:17]([CH3:18])([CH3:19])[CH3:20])=[O:15])[C:11](=[O:13])[CH2:12][CH:8]1[CH2:7]2)[CH:22]=[CH2:23].